From a dataset of NCI-60 drug combinations with 297,098 pairs across 59 cell lines. Regression. Given two drug SMILES strings and cell line genomic features, predict the synergy score measuring deviation from expected non-interaction effect. (1) Synergy scores: CSS=6.90, Synergy_ZIP=-5.76, Synergy_Bliss=-7.59, Synergy_Loewe=-5.54, Synergy_HSA=-5.77. Cell line: NCI-H522. Drug 1: CC(CN1CC(=O)NC(=O)C1)N2CC(=O)NC(=O)C2. Drug 2: C1=CN(C=N1)CC(O)(P(=O)(O)O)P(=O)(O)O. (2) Drug 1: C1=CC(=CC=C1CC(C(=O)O)N)N(CCCl)CCCl.Cl. Drug 2: CC(C)CN1C=NC2=C1C3=CC=CC=C3N=C2N. Cell line: OVCAR-5. Synergy scores: CSS=1.30, Synergy_ZIP=0.0559, Synergy_Bliss=-1.15, Synergy_Loewe=-4.45, Synergy_HSA=-4.97. (3) Synergy scores: CSS=36.5, Synergy_ZIP=-3.04, Synergy_Bliss=1.88, Synergy_Loewe=-5.34, Synergy_HSA=0.571. Drug 2: CCC1=C2CN3C(=CC4=C(C3=O)COC(=O)C4(CC)O)C2=NC5=C1C=C(C=C5)O. Cell line: K-562. Drug 1: C1CN1P(=S)(N2CC2)N3CC3. (4) Drug 1: C1CCN(CC1)CCOC2=CC=C(C=C2)C(=O)C3=C(SC4=C3C=CC(=C4)O)C5=CC=C(C=C5)O. Drug 2: B(C(CC(C)C)NC(=O)C(CC1=CC=CC=C1)NC(=O)C2=NC=CN=C2)(O)O. Cell line: MALME-3M. Synergy scores: CSS=17.6, Synergy_ZIP=-4.94, Synergy_Bliss=0.516, Synergy_Loewe=-23.0, Synergy_HSA=-1.56. (5) Drug 1: CC1=CC=C(C=C1)C2=CC(=NN2C3=CC=C(C=C3)S(=O)(=O)N)C(F)(F)F. Synergy scores: CSS=-0.454, Synergy_ZIP=1.19, Synergy_Bliss=2.23, Synergy_Loewe=-5.70, Synergy_HSA=-4.73. Drug 2: CS(=O)(=O)CCNCC1=CC=C(O1)C2=CC3=C(C=C2)N=CN=C3NC4=CC(=C(C=C4)OCC5=CC(=CC=C5)F)Cl. Cell line: HCT-15. (6) Drug 1: CCCCCOC(=O)NC1=NC(=O)N(C=C1F)C2C(C(C(O2)C)O)O. Drug 2: C1=CC=C(C(=C1)C(C2=CC=C(C=C2)Cl)C(Cl)Cl)Cl. Cell line: M14. Synergy scores: CSS=5.18, Synergy_ZIP=2.33, Synergy_Bliss=4.80, Synergy_Loewe=1.78, Synergy_HSA=1.51. (7) Drug 1: C1=NC(=NC(=O)N1C2C(C(C(O2)CO)O)O)N. Drug 2: C1C(C(OC1N2C=NC(=NC2=O)N)CO)O. Cell line: SF-539. Synergy scores: CSS=6.24, Synergy_ZIP=-6.34, Synergy_Bliss=-1.95, Synergy_Loewe=-6.78, Synergy_HSA=-2.89. (8) Drug 1: CC1=C2C(C(=O)C3(C(CC4C(C3C(C(C2(C)C)(CC1OC(=O)C(C(C5=CC=CC=C5)NC(=O)OC(C)(C)C)O)O)OC(=O)C6=CC=CC=C6)(CO4)OC(=O)C)O)C)O. Drug 2: CS(=O)(=O)CCNCC1=CC=C(O1)C2=CC3=C(C=C2)N=CN=C3NC4=CC(=C(C=C4)OCC5=CC(=CC=C5)F)Cl. Cell line: SF-539. Synergy scores: CSS=23.2, Synergy_ZIP=29.8, Synergy_Bliss=32.0, Synergy_Loewe=31.4, Synergy_HSA=30.6. (9) Drug 1: CC12CCC3C(C1CCC2=O)CC(=C)C4=CC(=O)C=CC34C. Drug 2: CNC(=O)C1=NC=CC(=C1)OC2=CC=C(C=C2)NC(=O)NC3=CC(=C(C=C3)Cl)C(F)(F)F. Cell line: SK-MEL-28. Synergy scores: CSS=22.1, Synergy_ZIP=-1.68, Synergy_Bliss=2.20, Synergy_Loewe=2.27, Synergy_HSA=2.04. (10) Drug 1: CCC(=C(C1=CC=CC=C1)C2=CC=C(C=C2)OCCN(C)C)C3=CC=CC=C3.C(C(=O)O)C(CC(=O)O)(C(=O)O)O. Drug 2: C1=CC=C(C=C1)NC(=O)CCCCCCC(=O)NO. Cell line: OVCAR-8. Synergy scores: CSS=33.4, Synergy_ZIP=-5.06, Synergy_Bliss=-1.81, Synergy_Loewe=-44.7, Synergy_HSA=-6.92.